From a dataset of Catalyst prediction with 721,799 reactions and 888 catalyst types from USPTO. Predict which catalyst facilitates the given reaction. Reactant: [CH:1]([O:8][CH2:9][CH3:10])([O:5][CH2:6][CH3:7])OCC.[CH3:11][C:12]([CH3:14])=[O:13].CCN(C(C)C)C(C)C.C([O-])(O)=O.[Na+]. Product: [CH2:9]([O:8][CH:1]([O:5][CH2:6][CH3:7])[CH2:11][C:12](=[O:13])[CH3:14])[CH3:10]. The catalyst class is: 2.